From a dataset of Full USPTO retrosynthesis dataset with 1.9M reactions from patents (1976-2016). Predict the reactants needed to synthesize the given product. Given the product [CH3:13][C:14]1[C:15](=[O:16])[N:10]2[N:9]=[CH:8][C:7]([C:4]3[CH:3]=[CH:2][N:1]=[CH:6][CH:5]=3)=[C:11]2[NH:12][C:20]=1[C:21]1[CH:26]=[CH:25][CH:24]=[CH:23][CH:22]=1, predict the reactants needed to synthesize it. The reactants are: [N:1]1[CH:6]=[CH:5][C:4]([C:7]2[CH:8]=[N:9][NH:10][C:11]=2[NH2:12])=[CH:3][CH:2]=1.[CH3:13][CH:14]([C:20](=O)[C:21]1[CH:26]=[CH:25][CH:24]=[CH:23][CH:22]=1)[C:15](OCC)=[O:16].OS(O)(=O)=O.